From a dataset of Full USPTO retrosynthesis dataset with 1.9M reactions from patents (1976-2016). Predict the reactants needed to synthesize the given product. (1) Given the product [F:22][C:23]1[N:34]=[CH:33][C:32]([CH3:35])=[CH:31][C:24]=1[C:25]([C:2]1[N:7]=[C:6]([N:8]2[CH2:14][CH2:13][CH2:12][N:11]([C:15]([O:17][C:18]([CH3:21])([CH3:20])[CH3:19])=[O:16])[CH2:10][CH2:9]2)[CH:5]=[CH:4][CH:3]=1)=[O:26], predict the reactants needed to synthesize it. The reactants are: Br[C:2]1[N:7]=[C:6]([N:8]2[CH2:14][CH2:13][CH2:12][N:11]([C:15]([O:17][C:18]([CH3:21])([CH3:20])[CH3:19])=[O:16])[CH2:10][CH2:9]2)[CH:5]=[CH:4][CH:3]=1.[F:22][C:23]1[N:34]=[CH:33][C:32]([CH3:35])=[CH:31][C:24]=1[C:25](N(OC)C)=[O:26]. (2) Given the product [C:22]([C:20]1[N:19]([CH3:26])[N:18]([CH2:27][C@H:28]2[CH2:32][CH2:31][CH2:30][O:29]2)/[C:17](=[N:16]/[C:14](=[O:15])[C:13]2[CH:33]=[C:34]([C:37]([F:40])([F:39])[F:38])[CH:35]=[CH:36][C:12]=2[O:11][CH2:10][CH:8]2[CH2:9][N:6]([S:2]([CH3:1])(=[O:4])=[O:3])[CH2:7]2)/[CH:21]=1)([CH3:25])([CH3:23])[CH3:24], predict the reactants needed to synthesize it. The reactants are: [CH3:1][S:2](Cl)(=[O:4])=[O:3].[NH:6]1[CH2:9][CH:8]([CH2:10][O:11][C:12]2[CH:36]=[CH:35][C:34]([C:37]([F:40])([F:39])[F:38])=[CH:33][C:13]=2[C:14](/[N:16]=[C:17]2/[N:18]([CH2:27][C@H:28]3[CH2:32][CH2:31][CH2:30][O:29]3)[N:19]([CH3:26])[C:20]([C:22]([CH3:25])([CH3:24])[CH3:23])=[CH:21]/2)=[O:15])[CH2:7]1.C(N(CC)CC)C.